This data is from NCI-60 drug combinations with 297,098 pairs across 59 cell lines. The task is: Regression. Given two drug SMILES strings and cell line genomic features, predict the synergy score measuring deviation from expected non-interaction effect. (1) Drug 1: CC1=C2C(C(=O)C3(C(CC4C(C3C(C(C2(C)C)(CC1OC(=O)C(C(C5=CC=CC=C5)NC(=O)OC(C)(C)C)O)O)OC(=O)C6=CC=CC=C6)(CO4)OC(=O)C)OC)C)OC. Drug 2: C1CN(CCN1C(=O)CCBr)C(=O)CCBr. Cell line: LOX IMVI. Synergy scores: CSS=29.3, Synergy_ZIP=-10.3, Synergy_Bliss=-12.1, Synergy_Loewe=-8.41, Synergy_HSA=-6.25. (2) Drug 1: CC12CCC3C(C1CCC2=O)CC(=C)C4=CC(=O)C=CC34C. Drug 2: CC12CCC3C(C1CCC2OP(=O)(O)O)CCC4=C3C=CC(=C4)OC(=O)N(CCCl)CCCl.[Na+]. Cell line: SR. Synergy scores: CSS=7.54, Synergy_ZIP=-10.1, Synergy_Bliss=-31.4, Synergy_Loewe=-32.3, Synergy_HSA=-30.4. (3) Drug 1: C1=CC(=CC=C1C#N)C(C2=CC=C(C=C2)C#N)N3C=NC=N3. Drug 2: C1=NC2=C(N=C(N=C2N1C3C(C(C(O3)CO)O)F)Cl)N. Cell line: SK-OV-3. Synergy scores: CSS=9.83, Synergy_ZIP=-2.94, Synergy_Bliss=0.484, Synergy_Loewe=-8.79, Synergy_HSA=-2.26. (4) Drug 1: C1=CC(=CC=C1C#N)C(C2=CC=C(C=C2)C#N)N3C=NC=N3. Drug 2: C1C(C(OC1N2C=NC3=C2NC=NCC3O)CO)O. Cell line: SF-295. Synergy scores: CSS=5.63, Synergy_ZIP=-2.14, Synergy_Bliss=-1.43, Synergy_Loewe=0.273, Synergy_HSA=-0.411. (5) Drug 1: CC1=C(C=C(C=C1)NC(=O)C2=CC=C(C=C2)CN3CCN(CC3)C)NC4=NC=CC(=N4)C5=CN=CC=C5. Drug 2: CC1=C2C(C(=O)C3(C(CC4C(C3C(C(C2(C)C)(CC1OC(=O)C(C(C5=CC=CC=C5)NC(=O)OC(C)(C)C)O)O)OC(=O)C6=CC=CC=C6)(CO4)OC(=O)C)O)C)O. Cell line: NCI-H522. Synergy scores: CSS=33.3, Synergy_ZIP=12.1, Synergy_Bliss=15.1, Synergy_Loewe=13.5, Synergy_HSA=12.0.